From a dataset of Reaction yield outcomes from USPTO patents with 853,638 reactions. Predict the reaction yield, written as a fraction of the theoretical maximum amount of product (1.0 means a 100% yield; for example, 0.34 means a 34% yield). (1) The reactants are [CH2:1]1[O:13][C:12]2[CH:11]=[C:10]3[C:5]([C:6]([N:14]([CH2:28][CH2:29][CH2:30][CH3:31])[C:15](=[O:27])[C:16]4[CH:21]=[C:20]([O:22][CH3:23])[C:19]([O:24][CH3:25])=[CH:18][C:17]=4I)=[CH:7][N:8]=[N:9]3)=[CH:4][C:3]=2[O:2]1.CC1C=CC=CC=1P(C1C=CC=CC=1C)C1C=CC=CC=1C.CO. The catalyst is CN(C=O)C.C(Cl)(Cl)Cl.CC([O-])=O.CC([O-])=O.[Pd+2]. The product is [CH3:23][O:22][C:20]1[C:19]([O:24][CH3:25])=[CH:18][C:17]2[C:7]3[C:6](=[C:5]4[C:10](=[N:9][N:8]=3)[CH:11]=[C:12]3[O:13][CH2:1][O:2][C:3]3=[CH:4]4)[N:14]([CH2:28][CH2:29][CH2:30][CH3:31])[C:15](=[O:27])[C:16]=2[CH:21]=1. The yield is 0.270. (2) The reactants are Cl.[Cl:2][C:3]1[CH:4]=[C:5]2[C:9](=[CH:10][CH:11]=1)[NH:8][CH:7]=[C:6]2[CH2:12][CH2:13][NH2:14].C1CN([P+](ON2N=NC3C=CC=CC2=3)(N2CCCC2)N2CCCC2)CC1.F[P-](F)(F)(F)(F)F.[CH3:48][O:49][C:50]1[CH:55]=[CH:54][C:53]([N:56]2[CH2:60][CH2:59][CH:58]([C:61](O)=[O:62])[C:57]2=[O:64])=[CH:52][CH:51]=1. The catalyst is CN(C=O)C. The product is [Cl:2][C:3]1[CH:4]=[C:5]2[C:9](=[CH:10][CH:11]=1)[NH:8][CH:7]=[C:6]2[CH2:12][CH2:13][NH:14][C:61]([CH:58]1[CH2:59][CH2:60][N:56]([C:53]2[CH:54]=[CH:55][C:50]([O:49][CH3:48])=[CH:51][CH:52]=2)[C:57]1=[O:64])=[O:62]. The yield is 0.420. (3) The reactants are [C:1](OC(=O)C)(=[O:3])[CH3:2].[F:8][C:9]([F:41])([F:40])[C:10]1[CH:11]=[C:12]([CH:33]=[C:34]([C:36]([F:39])([F:38])[F:37])[CH:35]=1)[CH2:13][NH:14][CH:15]1[CH2:21][CH2:20][CH2:19][N:18]([C:22]([O:24][CH:25]([CH3:27])[CH3:26])=[O:23])[C:17]2[CH:28]=[C:29]([Br:32])[CH:30]=[CH:31][C:16]1=2.N1C=CC=CC=1. The catalyst is ClCCl. The product is [C:1]([N:14]([CH2:13][C:12]1[CH:33]=[C:34]([C:36]([F:37])([F:38])[F:39])[CH:35]=[C:10]([C:9]([F:8])([F:40])[F:41])[CH:11]=1)[CH:15]1[CH2:21][CH2:20][CH2:19][N:18]([C:22]([O:24][CH:25]([CH3:27])[CH3:26])=[O:23])[C:17]2[CH:28]=[C:29]([Br:32])[CH:30]=[CH:31][C:16]1=2)(=[O:3])[CH3:2]. The yield is 0.790. (4) The product is [Br:10][C:11]1[CH:12]=[N:13][N:14]([CH2:2][CH2:3][N:4]2[CH2:9][CH2:8][O:7][CH2:6][CH2:5]2)[CH:15]=1. The catalyst is CN(C=O)C. The yield is 0.570. The reactants are Cl[CH2:2][CH2:3][N:4]1[CH2:9][CH2:8][O:7][CH2:6][CH2:5]1.[Br:10][C:11]1[CH:12]=[N:13][NH:14][CH:15]=1.C([O-])([O-])=O.[K+].[K+]. (5) The reactants are [CH3:1][NH:2][CH3:3].[CH3:4][C:5]1[CH:12]=[C:11]([CH3:13])[CH:10]=[C:9]([CH3:14])[C:6]=1CCl. The catalyst is C1COCC1. The product is [CH3:4][C:5]1[CH:12]=[C:11]([CH3:13])[CH:10]=[C:9]([CH3:14])[C:6]=1[N:2]([CH3:3])[CH3:1]. The yield is 1.00. (6) The reactants are [OH:1][C@@H:2]1[C@H:18]2[C@@H:9]([CH2:10][CH2:11][C:12]3[C@:17]2([CH3:19])[CH2:16][CH2:15][C:14](=[O:20])[CH:13]=3)[C@H:8]2[C@@:4]([CH3:24])([C@@H:5]([C:21]([OH:23])=[O:22])[CH2:6][CH2:7]2)[CH2:3]1. The catalyst is C(OCC)(=O)C.[Pd]. The product is [OH:1][C@@H:2]1[C@H:18]2[C@@H:9]([CH2:10][CH2:11][CH:12]3[C@:17]2([CH3:19])[CH2:16][CH2:15][C:14](=[O:20])[CH2:13]3)[C@H:8]2[C@@:4]([CH3:24])([C@@H:5]([C:21]([OH:23])=[O:22])[CH2:6][CH2:7]2)[CH2:3]1. The yield is 0.930.